Task: Predict the product of the given reaction.. Dataset: Forward reaction prediction with 1.9M reactions from USPTO patents (1976-2016) (1) Given the reactants C(OC([N:8]1[CH2:13][CH2:12][C:11]([CH2:17][C:18]2[CH:23]=[CH:22][C:21]([C:24](=[O:26])[NH2:25])=[CH:20][CH:19]=2)([C:14]([OH:16])=O)[CH2:10][CH2:9]1)=O)(C)(C)C.[CH:27]1([CH2:33][NH2:34])[CH2:32][CH2:31][CH2:30][CH2:29][CH2:28]1.C(N(C(C)C)CC)(C)C.CN(C(ON1N=NC2C=CC=CC1=2)=[N+](C)C)C.F[P-](F)(F)(F)(F)F, predict the reaction product. The product is: [CH:27]1([CH2:33][NH:34][C:14]([C:11]2([CH2:17][C:18]3[CH:19]=[CH:20][C:21]([C:24](=[O:26])[NH2:25])=[CH:22][CH:23]=3)[CH2:10][CH2:9][NH:8][CH2:13][CH2:12]2)=[O:16])[CH2:32][CH2:31][CH2:30][CH2:29][CH2:28]1. (2) Given the reactants [C:1]([C:3]1[C:4]([N:21]2[CH2:26][CH2:25][CH:24]([C:27]([OH:29])=O)[CH2:23][CH2:22]2)=[N:5][C:6]([CH2:14][N:15]2[CH2:19][CH2:18][CH2:17][C:16]2=[O:20])=[C:7]([C:9]([O:11][CH2:12][CH3:13])=[O:10])[CH:8]=1)#[N:2].[CH3:30][CH:31]1[CH2:36][CH2:35][CH:34]([CH2:37][S:38]([NH2:41])(=[O:40])=[O:39])[CH2:33][CH2:32]1, predict the reaction product. The product is: [C:1]([C:3]1[C:4]([N:21]2[CH2:26][CH2:25][CH:24]([C:27](=[O:29])[NH:41][S:38]([CH2:37][CH:34]3[CH2:35][CH2:36][CH:31]([CH3:30])[CH2:32][CH2:33]3)(=[O:39])=[O:40])[CH2:23][CH2:22]2)=[N:5][C:6]([CH2:14][N:15]2[CH2:19][CH2:18][CH2:17][C:16]2=[O:20])=[C:7]([CH:8]=1)[C:9]([O:11][CH2:12][CH3:13])=[O:10])#[N:2]. (3) Given the reactants C([O-])([O-])=O.[Na+].[Na+].[CH:7]([C:9]1[S:13][C:12](B(O)O)=[CH:11][CH:10]=1)=[O:8].Br[C:18]1[N:23]=[CH:22][CH:21]=[CH:20][N:19]=1, predict the reaction product. The product is: [N:19]1[CH:20]=[CH:21][CH:22]=[N:23][C:18]=1[C:12]1[S:13][C:9]([CH:7]=[O:8])=[CH:10][CH:11]=1. (4) Given the reactants [C:1]1([C:7]2N3CSCC3=C[C:8]=2[C:15](O)=[O:16])C=CC=C[CH:2]=1.Cl.[N:19]1([C:25]2[CH:26]=[C:27]([CH2:31][OH:32])[CH:28]=[CH:29][CH:30]=2)[CH2:24][CH2:23][NH:22][CH2:21][CH2:20]1.Cl.CN(C)CCCN=C=NCC.O.ON1[C:51]2[CH:52]=[CH:53][CH:54]=[CH:55][C:50]=2[N:49]=[N:48]1, predict the reaction product. The product is: [OH:32][CH2:31][C:27]1[CH:26]=[C:25]([N:19]2[CH2:24][CH2:23][N:22]([C:15]([C:8]3[N:49]([C:50]4[CH:55]=[CH:54][CH:53]=[CH:52][CH:51]=4)[N:48]=[C:1]([CH3:2])[CH:7]=3)=[O:16])[CH2:21][CH2:20]2)[CH:30]=[CH:29][CH:28]=1. (5) Given the reactants [I:1][C:2]1[CH:9]=[C:6]([CH:7]=[O:8])[C:5]([OH:10])=[CH:4][CH:3]=1.[C:11]([O-])([O-])=O.[K+].[K+].CI, predict the reaction product. The product is: [CH3:11][O:10][C:5]1[CH:4]=[CH:3][C:2]([I:1])=[CH:9][C:6]=1[CH:7]=[O:8].